Regression. Given two drug SMILES strings and cell line genomic features, predict the synergy score measuring deviation from expected non-interaction effect. From a dataset of NCI-60 drug combinations with 297,098 pairs across 59 cell lines. (1) Drug 1: CCCCC(=O)OCC(=O)C1(CC(C2=C(C1)C(=C3C(=C2O)C(=O)C4=C(C3=O)C=CC=C4OC)O)OC5CC(C(C(O5)C)O)NC(=O)C(F)(F)F)O. Drug 2: CCCCCOC(=O)NC1=NC(=O)N(C=C1F)C2C(C(C(O2)C)O)O. Cell line: UO-31. Synergy scores: CSS=23.1, Synergy_ZIP=-1.59, Synergy_Bliss=0.0902, Synergy_Loewe=-6.75, Synergy_HSA=1.71. (2) Drug 1: C1=NC2=C(N=C(N=C2N1C3C(C(C(O3)CO)O)F)Cl)N. Drug 2: C#CCC(CC1=CN=C2C(=N1)C(=NC(=N2)N)N)C3=CC=C(C=C3)C(=O)NC(CCC(=O)O)C(=O)O. Cell line: RPMI-8226. Synergy scores: CSS=43.0, Synergy_ZIP=2.83, Synergy_Bliss=-0.876, Synergy_Loewe=-10.9, Synergy_HSA=-2.07. (3) Drug 2: C1=C(C(=O)NC(=O)N1)N(CCCl)CCCl. Cell line: SNB-19. Drug 1: CC1=C(C=C(C=C1)NC2=NC=CC(=N2)N(C)C3=CC4=NN(C(=C4C=C3)C)C)S(=O)(=O)N.Cl. Synergy scores: CSS=31.1, Synergy_ZIP=5.42, Synergy_Bliss=7.12, Synergy_Loewe=-3.37, Synergy_HSA=5.93. (4) Drug 1: C1=NC2=C(N1)C(=S)N=C(N2)N. Drug 2: C1=NNC2=C1C(=O)NC=N2. Cell line: OVCAR-8. Synergy scores: CSS=5.21, Synergy_ZIP=-0.978, Synergy_Bliss=-5.11, Synergy_Loewe=-33.3, Synergy_HSA=-5.54.